This data is from Forward reaction prediction with 1.9M reactions from USPTO patents (1976-2016). The task is: Predict the product of the given reaction. (1) Given the reactants C(=O)(O)[O-].[Na+].Br[C:7]1[S:8][C:9]2[C:15]([C:16]([OH:18])=[O:17])=[CH:14][CH:13]=[CH:12][C:10]=2[N:11]=1.[C:19]1(B(O)O)[CH:24]=[CH:23][CH:22]=[CH:21][CH:20]=1, predict the reaction product. The product is: [C:19]1([C:7]2[S:8][C:9]3[C:15]([C:16]([OH:18])=[O:17])=[CH:14][CH:13]=[CH:12][C:10]=3[N:11]=2)[CH:24]=[CH:23][CH:22]=[CH:21][CH:20]=1. (2) Given the reactants [CH2:1]([N:8]([CH2:15][C:16]#[CH:17])[C:9](=[O:14])[C:10]([CH3:13])([CH3:12])[CH3:11])[C:2]1[CH:7]=[CH:6][CH:5]=[CH:4][CH:3]=1.Br[C:19]1[CH:20]=[C:21]2[C:34](=[CH:35][CH:36]=1)[CH2:33][C:23]1([C:31]3[C:26](=[N:27][CH:28]=[CH:29][CH:30]=3)[NH:25][C:24]1=[O:32])[CH2:22]2.CC1C=CC=CC=1P(C1C=CC=CC=1C)C1C=CC=CC=1C.C(N(CC)CC)C, predict the reaction product. The product is: [CH2:1]([N:8]([CH2:15][C:16]#[C:17][C:19]1[CH:20]=[C:21]2[C:34](=[CH:35][CH:36]=1)[CH2:33][C:23]1([C:31]3[C:26](=[N:27][CH:28]=[CH:29][CH:30]=3)[NH:25][C:24]1=[O:32])[CH2:22]2)[C:9](=[O:14])[C:10]([CH3:12])([CH3:13])[CH3:11])[C:2]1[CH:7]=[CH:6][CH:5]=[CH:4][CH:3]=1. (3) Given the reactants [NH2:1][C:2]1[C:10]([O:11][C:12]2[CH:17]=[CH:16][C:15]([CH2:18][C:19]([O:21][CH2:22][CH3:23])=[O:20])=[CH:14][C:13]=2[O:24][CH3:25])=[CH:9][CH:8]=[C:7]2[C:3]=1[CH:4]=[C:5]([CH3:27])[N:6]2[CH3:26].[Cl:28][C:29]1[CH:34]=[C:33]([Cl:35])[CH:32]=[CH:31][C:30]=1[S:36](Cl)(=[O:38])=[O:37], predict the reaction product. The product is: [Cl:28][C:29]1[CH:34]=[C:33]([Cl:35])[CH:32]=[CH:31][C:30]=1[S:36]([NH:1][C:2]1[C:10]([O:11][C:12]2[CH:17]=[CH:16][C:15]([CH2:18][C:19]([O:21][CH2:22][CH3:23])=[O:20])=[CH:14][C:13]=2[O:24][CH3:25])=[CH:9][CH:8]=[C:7]2[C:3]=1[CH:4]=[C:5]([CH3:27])[N:6]2[CH3:26])(=[O:38])=[O:37]. (4) Given the reactants [Br:1][C:2]1[CH:7]=[CH:6][C:5]([C@H:8]([C:20]2[CH:25]=[CH:24][C:23]([Cl:26])=[CH:22][C:21]=2[CH3:27])[CH:9]([CH3:19])[C:10]([C:12]2[CH:17]=[CH:16][N:15]=[C:14]([CH3:18])[CH:13]=2)=O)=[CH:4][CH:3]=1.Cl.[NH2:29][OH:30].C(=O)([O-])O.[Na+], predict the reaction product. The product is: [Br:1][C:2]1[CH:7]=[CH:6][C:5]([C@H:8]([C:20]2[CH:25]=[CH:24][C:23]([Cl:26])=[CH:22][C:21]=2[CH3:27])[CH:9]([CH3:19])/[C:10](/[C:12]2[CH:17]=[CH:16][N:15]=[C:14]([CH3:18])[CH:13]=2)=[N:29]\[OH:30])=[CH:4][CH:3]=1. (5) Given the reactants [O:1]=[CH:2][C@@H:3]([C@H:5]([C@@H:7]([C@@H:9]([CH2:11][OH:12])[OH:10])[OH:8])[OH:6])[OH:4].[CH2:13](O)[C:14]1[CH:19]=[CH:18][CH:17]=[CH:16][CH:15]=1.Cl.CCOCC, predict the reaction product. The product is: [CH2:13]([O:1][CH:2]1[O:10][C@H:9]([CH2:11][OH:12])[C@@H:7]([OH:8])[C@H:5]([OH:6])[C@H:3]1[OH:4])[C:14]1[CH:19]=[CH:18][CH:17]=[CH:16][CH:15]=1. (6) Given the reactants CC(C)(CC(NCC(C1C=CC([N+]([O-])=O)=CC=1)=O)=O)C(OC)=O.Cl.[NH2:25][CH2:26][C:27]([C:29]1[CH:34]=[CH:33][C:32]([N+:35]([O-:37])=[O:36])=[CH:31][CH:30]=1)=[O:28].[CH3:38][O:39][C:40](=[O:49])[C:41]([CH3:48])([CH3:47])[CH2:42][CH2:43][C:44](O)=[O:45], predict the reaction product. The product is: [CH3:47][C:41]([CH3:48])([CH2:42][CH2:43][C:44]([NH:25][CH2:26][C:27]([C:29]1[CH:30]=[CH:31][C:32]([N+:35]([O-:37])=[O:36])=[CH:33][CH:34]=1)=[O:28])=[O:45])[C:40]([O:39][CH3:38])=[O:49]. (7) Given the reactants [C:1]([O:5][C:6]([N:8]1[C:16]2[C:11](=[CH:12][CH:13]=[C:14](C=O)[CH:15]=2)[CH:10]=[CH:9]1)=[O:7])([CH3:4])([CH3:3])[CH3:2].N1C2C=CC=C([CH:28]=[O:29])C=2C=C1.C(OC(OC(OC(C)(C)C)=O)=O)(C)(C)C, predict the reaction product. The product is: [C:1]([O:5][C:6]([N:8]1[C:16]2[C:11](=[C:12]([CH:28]=[O:29])[CH:13]=[CH:14][CH:15]=2)[CH:10]=[CH:9]1)=[O:7])([CH3:2])([CH3:3])[CH3:4].